Dataset: Catalyst prediction with 721,799 reactions and 888 catalyst types from USPTO. Task: Predict which catalyst facilitates the given reaction. (1) Reactant: F[C:2]1[CH:10]=[CH:9][C:5]([C:6]([OH:8])=[O:7])=[CH:4][N:3]=1.[CH3:11][S-:12].[Na+].Cl. Product: [CH3:11][S:12][C:2]1[CH:10]=[CH:9][C:5]([C:6]([OH:8])=[O:7])=[CH:4][N:3]=1. The catalyst class is: 148. (2) Reactant: [NH2:1][C:2]1[C:3]([I:16])=[C:4]([C:13]([Cl:15])=[O:14])[C:5]([I:12])=[C:6]([C:10]=1[I:11])[C:7]([Cl:9])=[O:8].[C:17]([O:20][CH2:21][C:22](Cl)=[O:23])(=[O:19])[CH3:18]. Product: [Cl:9][C:7]([C:6]1[C:10]([I:11])=[C:2]([NH:1][C:22]([CH2:21][O:20][C:17](=[O:19])[CH3:18])=[O:23])[C:3]([I:16])=[C:4]([C:13]([Cl:15])=[O:14])[C:5]=1[I:12])=[O:8]. The catalyst class is: 80. (3) Product: [Cl:1][C:2]1[CH:23]=[CH:22][C:5]([O:6][CH:7]2[CH2:8][CH2:9][N:10]([CH2:13][CH:15]3[CH2:16][CH:17]([OH:21])[CH:18]([OH:20])[CH2:19]3)[CH2:11][CH2:12]2)=[C:4]([CH3:24])[CH:3]=1. The catalyst class is: 7. Reactant: [Cl:1][C:2]1[CH:23]=[CH:22][C:5]([O:6][CH:7]2[CH2:12][CH2:11][N:10]([C:13]([CH:15]3[CH2:19][CH:18]([OH:20])[CH:17]([OH:21])[CH2:16]3)=O)[CH2:9][CH2:8]2)=[C:4]([CH3:24])[CH:3]=1.B.CO. (4) Reactant: [NH2:1][CH2:2][C@@H:3]1[C@H:7]([OH:8])[CH2:6][N:5]([CH2:9][CH2:10][N:11]2[C:20]3[C:15](=[CH:16][CH:17]=[C:18]([O:21][CH3:22])[CH:19]=3)[CH:14]=[CH:13][C:12]2=[O:23])[CH2:4]1.[O:24]=[C:25]1[CH2:30][S:29][C:28]2[CH:31]=[CH:32][C:33]([CH:35]=O)=[N:34][C:27]=2[NH:26]1.C(=O)([O-])[O-].[Na+].[Na+].C(O[BH-](OC(=O)C)OC(=O)C)(=O)C.[Na+].C(Cl)[Cl:58]. Product: [ClH:58].[ClH:58].[OH:8][C@@H:7]1[CH2:6][N:5]([CH2:9][CH2:10][N:11]2[C:20]3[C:15](=[CH:16][CH:17]=[C:18]([O:21][CH3:22])[CH:19]=3)[CH:14]=[CH:13][C:12]2=[O:23])[CH2:4][C@@H:3]1[CH2:2][NH:1][CH2:35][C:33]1[CH:32]=[CH:31][C:28]2[S:29][CH2:30][C:25](=[O:24])[NH:26][C:27]=2[N:34]=1. The catalyst class is: 5. (5) Reactant: [NH2:1][CH2:2][C:3]1[CH:30]=[CH:29][C:6]([C:7]([NH:9][C:10]2[CH:15]=[CH:14][C:13]([Cl:16])=[CH:12][C:11]=2[N:17]2[CH2:22][CH2:21][N:20]([CH2:23][CH2:24][C:25]([F:28])([F:27])[F:26])[CH2:19][CH2:18]2)=[O:8])=[C:5]([F:31])[C:4]=1[F:32].C(OC([N:40]1[CH2:45][CH2:44][CH:43]([C:46](O)=[O:47])[CH2:42][CH2:41]1)=O)(C)(C)C.CN(C(ON1N=NC2C=CC=NC1=2)=[N+](C)C)C.F[P-](F)(F)(F)(F)F.CCN(C(C)C)C(C)C. Product: [Cl:16][C:13]1[CH:14]=[CH:15][C:10]([NH:9][C:7]([C:6]2[CH:29]=[CH:30][C:3]([CH2:2][NH:1][C:46]([CH:43]3[CH2:44][CH2:45][NH:40][CH2:41][CH2:42]3)=[O:47])=[C:4]([F:32])[C:5]=2[F:31])=[O:8])=[C:11]([N:17]2[CH2:18][CH2:19][N:20]([CH2:23][CH2:24][C:25]([F:28])([F:27])[F:26])[CH2:21][CH2:22]2)[CH:12]=1. The catalyst class is: 3. (6) Reactant: C(N(C(C)C)CC)(C)C.[C:10]([O:14][C:15](=[O:23])[NH:16][CH:17]1[CH2:22][CH2:21][NH:20][CH2:19][CH2:18]1)([CH3:13])([CH3:12])[CH3:11].[Cl:24][C:25]1[N:30]=[CH:29][C:28]([S:31](Cl)(=[O:33])=[O:32])=[CH:27][CH:26]=1. Product: [C:10]([O:14][C:15](=[O:23])[NH:16][CH:17]1[CH2:22][CH2:21][N:20]([S:31]([C:28]2[CH:29]=[N:30][C:25]([Cl:24])=[CH:26][CH:27]=2)(=[O:33])=[O:32])[CH2:19][CH2:18]1)([CH3:13])([CH3:11])[CH3:12]. The catalyst class is: 2.